Dataset: Full USPTO retrosynthesis dataset with 1.9M reactions from patents (1976-2016). Task: Predict the reactants needed to synthesize the given product. (1) Given the product [NH2:27][C:22]1[CH:23]=[CH:24][CH:25]=[CH:26][C:21]=1[N:13]1[C:14]([C:15]2[CH:20]=[CH:19][CH:18]=[CH:17][CH:16]=2)=[C:10]2[C:11]([N:6]([CH3:5])[C:7](=[O:33])[N:8]([CH3:32])[C:9]2=[O:31])=[CH:12]1, predict the reactants needed to synthesize it. The reactants are: C(N)(=O)C.[CH3:5][N:6]1[C:11]2=[CH:12][N:13]([C:21]3[CH:26]=[CH:25][CH:24]=[CH:23][C:22]=3[NH:27]C(=O)C)[C:14]([C:15]3[CH:20]=[CH:19][CH:18]=[CH:17][CH:16]=3)=[C:10]2[C:9](=[O:31])[N:8]([CH3:32])[C:7]1=[O:33]. (2) Given the product [OH:37][C@H:34]([CH2:35][OH:36])[CH2:33][NH:32][C:28]([C:26]1[NH:27][C:23]([C:8]2[CH:9]=[C:10]([O:12][C:13]3[CH:18]=[N:17][C:16]([S:19]([CH3:22])(=[O:20])=[O:21])=[CH:15][N:14]=3)[CH:11]=[C:6]([O:5][C@@H:4]([CH3:31])[CH2:3][O:2][CH3:1])[CH:7]=2)=[CH:24][CH:25]=1)=[O:29], predict the reactants needed to synthesize it. The reactants are: [CH3:1][O:2][CH2:3][C@H:4]([CH3:31])[O:5][C:6]1[CH:7]=[C:8]([C:23]2[NH:27][C:26]([C:28](O)=[O:29])=[CH:25][CH:24]=2)[CH:9]=[C:10]([O:12][C:13]2[CH:18]=[N:17][C:16]([S:19]([CH3:22])(=[O:21])=[O:20])=[CH:15][N:14]=2)[CH:11]=1.[NH2:32][CH2:33][C@H:34]([OH:37])[CH2:35][OH:36]. (3) Given the product [CH:54]1([NH:57][C:58]2[N:63]=[CH:62][N:61]=[C:60]([C:64]3[C:65]([NH:70][C:71]4[CH:72]=[C:73]([NH:78][C:11](=[O:13])[C:10]5[CH:14]=[C:15]([C:17]([F:18])([F:19])[F:20])[CH:16]=[C:8]([N:5]6[CH2:6][CH2:7][N:2]([CH3:1])[CH2:3][CH2:4]6)[CH:9]=5)[CH:74]=[CH:75][C:76]=4[CH3:77])=[N:66][CH:67]=[CH:68][CH:69]=3)[CH:59]=2)[CH2:55][CH2:56]1, predict the reactants needed to synthesize it. The reactants are: [CH3:1][N:2]1[CH2:7][CH2:6][N:5]([C:8]2[CH:9]=[C:10]([CH:14]=[C:15]([C:17]([F:20])([F:19])[F:18])[CH:16]=2)[C:11]([OH:13])=O)[CH2:4][CH2:3]1.CCN(C(C)C)C(C)C.CN(C(ON1N=NC2C=CC=NC1=2)=[N+](C)C)C.F[P-](F)(F)(F)(F)F.[CH:54]1([NH:57][C:58]2[N:63]=[CH:62][N:61]=[C:60]([C:64]3[C:65]([NH:70][C:71]4[CH:72]=[C:73]([NH2:78])[CH:74]=[CH:75][C:76]=4[CH3:77])=[N:66][CH:67]=[CH:68][CH:69]=3)[CH:59]=2)[CH2:56][CH2:55]1. (4) Given the product [F:1][C:2]1[CH:7]=[CH:6][C:5]([N:8]2[C:9]([SH:10])=[N:11][N:12]=[C:13]2[C:14]([N:16]([CH3:24])[CH2:17][C:18]2[CH:23]=[CH:22][N:21]=[CH:20][CH:19]=2)=[O:15])=[CH:4][CH:3]=1, predict the reactants needed to synthesize it. The reactants are: [F:1][C:2]1[CH:7]=[CH:6][C:5]([NH:8][C:9]([NH:11][NH:12][C:13](=O)[C:14]([N:16]([CH3:24])[CH2:17][C:18]2[CH:23]=[CH:22][N:21]=[CH:20][CH:19]=2)=[O:15])=[S:10])=[CH:4][CH:3]=1.C(=O)(O)[O-].[Na+]. (5) Given the product [C:11]1([C:9]2[N:10]=[C:6]([C:4]([OH:5])=[O:3])[S:7][CH:8]=2)[CH:12]=[CH:13][CH:14]=[CH:15][CH:16]=1, predict the reactants needed to synthesize it. The reactants are: C([O:3][C:4]([C:6]1[S:7][CH:8]=[C:9]([C:11]2[CH:16]=[CH:15][CH:14]=[CH:13][CH:12]=2)[N:10]=1)=[O:5])C.O1CCCC1.CO.[H-].[OH-].[Li+].